Dataset: Catalyst prediction with 721,799 reactions and 888 catalyst types from USPTO. Task: Predict which catalyst facilitates the given reaction. Reactant: Cl[C:2]1[CH:7]=[CH:6][C:5]([N+:8]([O-:10])=[O:9])=[CH:4][N:3]=1.[C:11]([O:15][C:16]([N:18]1[CH2:23][CH2:22][NH:21][CH2:20][CH2:19]1)=[O:17])([CH3:14])([CH3:13])[CH3:12].C(=O)([O-])[O-].[K+].[K+]. Product: [C:11]([O:15][C:16]([N:18]1[CH2:23][CH2:22][N:21]([C:2]2[CH:7]=[CH:6][C:5]([N+:8]([O-:10])=[O:9])=[CH:4][N:3]=2)[CH2:20][CH2:19]1)=[O:17])([CH3:14])([CH3:12])[CH3:13]. The catalyst class is: 10.